From a dataset of Catalyst prediction with 721,799 reactions and 888 catalyst types from USPTO. Predict which catalyst facilitates the given reaction. (1) Reactant: [OH:1][C@@H:2]1[CH2:6][NH:5][C@H:4]([C:7]([O:9][CH3:10])=[O:8])[CH2:3]1.C(N(CC)CC)C.[C:18]([C:20]1[CH:21]=[C:22]([S:26](Cl)(=[O:28])=[O:27])[CH:23]=[CH:24][CH:25]=1)#[N:19].O. Product: [C:18]([C:20]1[CH:21]=[C:22]([S:26]([N:5]2[CH2:6][C@@H:2]([OH:1])[CH2:3][C@H:4]2[C:7]([O:9][CH3:10])=[O:8])(=[O:28])=[O:27])[CH:23]=[CH:24][CH:25]=1)#[N:19]. The catalyst class is: 124. (2) Reactant: Br[C:2]1[C:6]2[CH2:7][N:8]([C:11](=[O:13])[CH3:12])[CH2:9][CH2:10][C:5]=2[N:4]([C@H:14]2[CH2:18][CH2:17][O:16][CH2:15]2)[N:3]=1.[Cl:19][C:20]1[CH:29]=[CH:28][CH:27]=[C:26]2[C:21]=1[CH2:22][CH2:23][CH2:24][NH:25]2.C(O[Na])(C)(C)C.C1(P(C2C=CC=CC=2)C2C=CC=C3C=2OC2C(P(C4C=CC=CC=4)C4C=CC=CC=4)=CC=CC=2C3(C)C)C=CC=CC=1. Product: [Cl:19][C:20]1[CH:29]=[CH:28][CH:27]=[C:26]2[C:21]=1[CH2:22][CH2:23][CH2:24][N:25]2[C:2]1[C:6]2[CH2:7][N:8]([C:11](=[O:13])[CH3:12])[CH2:9][CH2:10][C:5]=2[N:4]([C@H:14]2[CH2:18][CH2:17][O:16][CH2:15]2)[N:3]=1. The catalyst class is: 62. (3) The catalyst class is: 23. Reactant: [CH3:1][C@H:2]1[CH2:6][CH2:5][NH:4][C@@H:3]1[C:7]([OH:9])=[O:8].CC#N.O.[CH3:14][C:15]([O:18][C:19](O[C:19]([O:18][C:15]([CH3:17])([CH3:16])[CH3:14])=[O:20])=[O:20])([CH3:17])[CH3:16].[OH-].[Na+]. Product: [C:15]([O:18][C:19]([N:4]1[CH2:5][CH2:6][C@H:2]([CH3:1])[C@H:3]1[C:7]([OH:9])=[O:8])=[O:20])([CH3:17])([CH3:16])[CH3:14].